Dataset: Reaction yield outcomes from USPTO patents with 853,638 reactions. Task: Predict the reaction yield, written as a fraction of the theoretical maximum amount of product (1.0 means a 100% yield; for example, 0.34 means a 34% yield). (1) The reactants are [CH2:1]([O:3][C:4]([CH:6]1[CH2:11][CH2:10][N:9]([CH2:12][C:13]2[CH:22]=[CH:21][C:20]3[C:15](=[CH:16][CH:17]=[C:18]([OH:23])[CH:19]=3)[CH:14]=2)[CH2:8][CH2:7]1)=[O:5])[CH3:2].[C:24]1([CH:30]2[CH2:35][CH2:34][CH:33](O)[CH2:32][CH2:31]2)[CH:29]=[CH:28][CH:27]=[CH:26][CH:25]=1.C1(P(C2C=CC=CC=2)C2C=CC=CC=2)C=CC=CC=1.C1(C)C=CC=CC=1.N(C(OC(C)C)=O)=NC(OC(C)C)=O. No catalyst specified. The product is [C:24]1([C@@H:30]2[CH2:35][CH2:34][C@H:33]([O:23][C:18]3[CH:19]=[C:20]4[C:15](=[CH:16][CH:17]=3)[CH:14]=[C:13]([CH2:12][N:9]3[CH2:10][CH2:11][CH:6]([C:4]([O:3][CH2:1][CH3:2])=[O:5])[CH2:7][CH2:8]3)[CH:22]=[CH:21]4)[CH2:32][CH2:31]2)[CH:29]=[CH:28][CH:27]=[CH:26][CH:25]=1. The yield is 0.500. (2) The reactants are [NH2:1][C:2]1[C:3]([C:18]([OH:20])=O)=[N:4][C:5]([C:8]2[CH:13]=[CH:12][C:11]([S:14]([CH3:17])(=[O:16])=[O:15])=[CH:10][CH:9]=2)=[CH:6][N:7]=1.C(OP(C#N)(OCC)=O)C.[NH2:31][C:32]1[CH:37]=[CH:36][CH:35]=[CH:34][CH:33]=1.C(N(CC)CC)C. The catalyst is COCCOC.O. The product is [NH2:1][C:2]1[C:3]([C:18]([NH:31][C:32]2[CH:37]=[CH:36][CH:35]=[CH:34][CH:33]=2)=[O:20])=[N:4][C:5]([C:8]2[CH:9]=[CH:10][C:11]([S:14]([CH3:17])(=[O:15])=[O:16])=[CH:12][CH:13]=2)=[CH:6][N:7]=1. The yield is 0.710. (3) The reactants are [F:1][C:2]1[C:7]([F:8])=[CH:6][CH:5]=[CH:4][C:3]=1[CH2:9][C:10]([OH:12])=O.C(Cl)(=O)C(Cl)=O.[NH2:19][C:20](=[N:26]O)[C:21]([O:23][CH2:24][CH3:25])=[O:22].C(N(CC)C(C)C)(C)C. The catalyst is ClCCl.N1C=CC=CC=1. The product is [F:1][C:2]1[C:7]([F:8])=[CH:6][CH:5]=[CH:4][C:3]=1[CH2:9][C:10]1[O:12][N:26]=[C:20]([C:21]([O:23][CH2:24][CH3:25])=[O:22])[N:19]=1. The yield is 0.0800. (4) The reactants are Br[CH2:2][C:3]1[C:12](=[O:13])[C:11]2[C:6](=[CH:7][CH:8]=[CH:9][CH:10]=2)[O:5][C:4]=1[C:14]1[CH:19]=[CH:18][C:17]([OH:20])=[CH:16][CH:15]=1.[CH3:21][O-:22].[Na+].CO. The catalyst is CC(O)=O. The product is [OH:20][C:17]1[CH:18]=[CH:19][C:14]([C:4]2[O:5][C:6]3[C:11]([C:12](=[O:13])[C:3]=2[CH2:2][O:22][CH3:21])=[CH:10][CH:9]=[CH:8][CH:7]=3)=[CH:15][CH:16]=1. The yield is 0.350. (5) The reactants are CC([O-])(C)C.[K+].CC1C=CC(S([CH2:17][N+:18]#[C-])(=O)=O)=CC=1.[F:20][C:21]1[CH:22]=[C:23]([CH:26]=[CH:27][C:28]=1[O:29][CH3:30])[CH:24]=O.CO. The catalyst is C1COCC1.O. The product is [F:20][C:21]1[CH:22]=[C:23]([CH2:24][C:17]#[N:18])[CH:26]=[CH:27][C:28]=1[O:29][CH3:30]. The yield is 0.580.